Dataset: NCI-60 drug combinations with 297,098 pairs across 59 cell lines. Task: Regression. Given two drug SMILES strings and cell line genomic features, predict the synergy score measuring deviation from expected non-interaction effect. Drug 1: CC1=C(C=C(C=C1)NC2=NC=CC(=N2)N(C)C3=CC4=NN(C(=C4C=C3)C)C)S(=O)(=O)N.Cl. Drug 2: CCN(CC)CCNC(=O)C1=C(NC(=C1C)C=C2C3=C(C=CC(=C3)F)NC2=O)C. Cell line: M14. Synergy scores: CSS=-0.367, Synergy_ZIP=1.88, Synergy_Bliss=2.30, Synergy_Loewe=-3.87, Synergy_HSA=-1.25.